Task: Predict the product of the given reaction.. Dataset: Forward reaction prediction with 1.9M reactions from USPTO patents (1976-2016) Given the reactants CC1(C)CCCC(C)(C)N1.[Li]CCCC.[Br:16][C:17]1[CH:22]=[CH:21][C:20]([F:23])=[CH:19][CH:18]=1.B(OC)(OC)[O:25]C.C(O)(=O)C.OO, predict the reaction product. The product is: [Br:16][C:17]1[CH:22]=[CH:21][C:20]([F:23])=[C:19]([OH:25])[CH:18]=1.